Dataset: Reaction yield outcomes from USPTO patents with 853,638 reactions. Task: Predict the reaction yield, written as a fraction of the theoretical maximum amount of product (1.0 means a 100% yield; for example, 0.34 means a 34% yield). (1) The reactants are [F:1][C:2]([F:15])([F:14])[C:3]1[CH:8]=[CH:7][C:6](/[CH:9]=[CH:10]/[C:11](O)=[O:12])=[CH:5][CH:4]=1.C[N:17](C)C=O.O=S(Cl)Cl.N. The catalyst is C1(C)C=CC=CC=1. The product is [F:1][C:2]([F:15])([F:14])[C:3]1[CH:8]=[CH:7][C:6](/[CH:9]=[CH:10]/[C:11]([NH2:17])=[O:12])=[CH:5][CH:4]=1. The yield is 0.960. (2) The product is [C:6]([C:5]1[C:4]([NH:3][C:22](=[O:23])[O:24][CH2:25][CH3:26])=[N:11][CH:10]=[C:9]([CH2:12][N:13]2[CH2:14][C@@H:15]([CH3:20])[O:16][C@@H:17]([CH3:19])[CH2:18]2)[CH:8]=1)#[N:7]. The yield is 0.800. The reactants are [H-].[Na+].[NH2:3][C:4]1[N:11]=[CH:10][C:9]([CH2:12][N:13]2[CH2:18][C@@H:17]([CH3:19])[O:16][C@@H:15]([CH3:20])[CH2:14]2)=[CH:8][C:5]=1[C:6]#[N:7].Cl[C:22]([O:24][CH2:25][CH3:26])=[O:23].C(=O)(O)[O-].[Na+]. The catalyst is C1COCC1. (3) The reactants are [O:1]1[C:8]2[CH:7]=[C:6]([C:9]([O:11][CH3:12])=[O:10])[NH:5][C:4]=2[CH:3]=[CH:2]1.[OH-].[K+].[I:15]I.Cl. The catalyst is CN(C=O)C.O. The product is [I:15][C:7]1[C:8]2[O:1][CH:2]=[CH:3][C:4]=2[NH:5][C:6]=1[C:9]([O:11][CH3:12])=[O:10]. The yield is 0.440. (4) The reactants are C(N)CC1C=CC=CC=1.[CH2:10]([NH:18][C:19](=[O:29])[C:20]1[CH:25]=[CH:24][C:23]([Br:26])=[CH:22][C:21]=1[O:27][CH3:28])[CH2:11][C:12]1[CH:17]=[CH:16][CH:15]=[CH:14][CH:13]=1.BrC1C=CC(C(Cl)=O)=C(OC)C=1.C(N(CC)CC)C. The catalyst is ClCCl. The product is [CH2:10]([NH:18][C:19](=[O:29])[C:20]1[CH:25]=[CH:24][C:23]([Br:26])=[CH:22][C:21]=1[O:27][CH3:28])[CH2:11][C:12]1[CH:17]=[CH:16][CH:15]=[CH:14][CH:13]=1. The yield is 0.900. (5) The reactants are [NH2:1][C:2]1[O:6][N:5]=[C:4]([C:7]2[CH:12]=[CH:11][C:10]([O:13][C:14]([F:17])([F:16])[F:15])=[CH:9][CH:8]=2)[C:3]=1[C:18]([OH:20])=O.Cl.C(N=C=NCCCN(C)C)C.[F:33][C:34]([F:48])([F:47])[C:35]1[CH:36]=[C:37]([N:41]2[CH2:46][CH2:45][NH:44][CH2:43][CH2:42]2)[CH:38]=[CH:39][CH:40]=1. The catalyst is ClCCl. The product is [NH2:1][C:2]1[O:6][N:5]=[C:4]([C:7]2[CH:12]=[CH:11][C:10]([O:13][C:14]([F:17])([F:15])[F:16])=[CH:9][CH:8]=2)[C:3]=1[C:18]([N:44]1[CH2:43][CH2:42][N:41]([C:37]2[CH:38]=[CH:39][CH:40]=[C:35]([C:34]([F:47])([F:48])[F:33])[CH:36]=2)[CH2:46][CH2:45]1)=[O:20]. The yield is 0.650.